The task is: Predict the reaction yield, written as a fraction of the theoretical maximum amount of product (1.0 means a 100% yield; for example, 0.34 means a 34% yield).. This data is from Reaction yield outcomes from USPTO patents with 853,638 reactions. (1) The reactants are [C:1]([O:5][C:6]([N:8]1[CH2:11][C:10]2([CH2:16][CH2:15][N:14]([C:17]3[CH:18]=[N:19][C:20]([N+:23]([O-])=O)=[CH:21][CH:22]=3)[CH2:13][CH2:12]2)[CH2:9]1)=[O:7])([CH3:4])([CH3:3])[CH3:2]. The catalyst is CO.[Pd]. The product is [C:1]([O:5][C:6]([N:8]1[CH2:9][C:10]2([CH2:16][CH2:15][N:14]([C:17]3[CH:18]=[N:19][C:20]([NH2:23])=[CH:21][CH:22]=3)[CH2:13][CH2:12]2)[CH2:11]1)=[O:7])([CH3:4])([CH3:2])[CH3:3]. The yield is 0.780. (2) The reactants are [Cl:1][C:2]1[CH:11]=[C:10]2[C:5]([C:6]([O:12][CH2:13][CH2:14][CH2:15][CH2:16]O)=[CH:7][CH:8]=[N:9]2)=[CH:4][CH:3]=1.CCN([CH2:23][CH3:24])CC.CS(Cl)(=O)=[O:27].C(N(CC)C(C)C)(C)C.C(NCC)C. The catalyst is C1COCC1.CC#N. The product is [Cl:1][C:2]1[CH:11]=[C:10]2[C:5]([C:6]([O:12][CH2:13][CH2:14][CH2:15][CH2:16][CH2:24][CH2:23][OH:27])=[CH:7][CH:8]=[N:9]2)=[CH:4][CH:3]=1. The yield is 0.610. (3) The reactants are [Br:1][C:2]1[CH:3]=[C:4]([CH:6]=[CH:7][CH:8]=1)[NH2:5].[CH:9](=O)[C:10]1[CH:15]=[CH:14][CH:13]=[CH:12][CH:11]=1. The catalyst is CO.C(O)(=O)C. The product is [CH2:9]([NH:5][C:4]1[CH:6]=[CH:7][CH:8]=[C:2]([Br:1])[CH:3]=1)[C:10]1[CH:15]=[CH:14][CH:13]=[CH:12][CH:11]=1. The yield is 0.900. (4) The reactants are [CH3:1][O:2][C:3](=[O:18])[C:4]1[CH:9]=[CH:8][C:7]([NH:10][C:11](=O)[C:12](F)(F)F)=[C:6](I)[CH:5]=1.C(N(CC)CC)C.CN([CH:29]=[O:30])C. The catalyst is Cl[Pd](Cl)([P](C1C=CC=CC=1)(C1C=CC=CC=1)C1C=CC=CC=1)[P](C1C=CC=CC=1)(C1C=CC=CC=1)C1C=CC=CC=1. The product is [CH3:1][O:2][C:3]([C:4]1[CH:9]=[C:8]2[C:7](=[CH:6][CH:5]=1)[NH:10][C:11]([CH2:29][OH:30])=[CH:12]2)=[O:18]. The yield is 0.950. (5) The reactants are C(OC([N:8]1[CH:12]([C@@H:13]([O:39][CH2:40][C:41]2[CH:46]=[CH:45][CH:44]=[CH:43][CH:42]=2)[C@@H:14]([N:24]([CH2:32][C:33]2[CH:38]=[CH:37][CH:36]=[CH:35][CH:34]=2)[CH2:25][C:26]2[CH:31]=[CH:30][CH:29]=[CH:28][CH:27]=2)[CH2:15][C:16]2[CH:21]=[C:20]([F:22])[CH:19]=[C:18]([F:23])[CH:17]=2)[CH2:11][O:10]C1(C)C)=O)(C)(C)C.Cl. The catalyst is O1CCOCC1. The product is [NH2:8][C@@H:12]([C@@H:13]([O:39][CH2:40][C:41]1[CH:46]=[CH:45][CH:44]=[CH:43][CH:42]=1)[C@@H:14]([N:24]([CH2:25][C:26]1[CH:27]=[CH:28][CH:29]=[CH:30][CH:31]=1)[CH2:32][C:33]1[CH:38]=[CH:37][CH:36]=[CH:35][CH:34]=1)[CH2:15][C:16]1[CH:21]=[C:20]([F:22])[CH:19]=[C:18]([F:23])[CH:17]=1)[CH2:11][OH:10]. The yield is 1.00. (6) The reactants are [N:1]1[CH:6]=[CH:5][CH:4]=[C:3]([NH:7][C:8](=[O:15])OCC(Cl)(Cl)Cl)[CH:2]=1.[F:16][C:17]1[CH:22]=[C:21]([F:23])[CH:20]=[CH:19][C:18]=1[C:24]1[N:25]=[C:26]([N:29]2[CH2:34][CH2:33][NH:32][CH2:31][CH2:30]2)[S:27][CH:28]=1.C(N(C(C)C)CC)(C)C.O. The catalyst is CS(C)=O. The product is [F:16][C:17]1[CH:22]=[C:21]([F:23])[CH:20]=[CH:19][C:18]=1[C:24]1[N:25]=[C:26]([N:29]2[CH2:30][CH2:31][N:32]([C:8]([NH:7][C:3]3[CH:2]=[N:1][CH:6]=[CH:5][CH:4]=3)=[O:15])[CH2:33][CH2:34]2)[S:27][CH:28]=1. The yield is 0.594. (7) The reactants are [CH:1]([C:5]1[CH:10]=[CH:9][CH:8]=[CH:7][C:6]=1[NH:11][C:12]([NH2:14])=[S:13])([CH2:3][CH3:4])[CH3:2].Br[CH2:16][C:17](OC)=[O:18].[N+](C1C=CC([N:30]([C:34]2[CH:39]=[CH:38][C:37]([C:40]3[N:44]=[CH:43][N:42]([C:45]4[CH:50]=[CH:49][C:48]([O:51][C:52]([F:55])([F:54])[F:53])=[CH:47][CH:46]=4)[N:41]=3)=[CH:36][CH:35]=2)[C:31](=O)[O-:32])=CC=1)([O-])=O.CCN(C(C)C)C(C)C. The catalyst is CC(C)=O.C(OCC)C. The product is [CH:1]([C:5]1[CH:10]=[CH:9][CH:8]=[CH:7][C:6]=1[N:11]1[C:17](=[O:18])[CH2:16][S:13]/[C:12]/1=[N:14]\[C:31]([NH:30][C:34]1[CH:39]=[CH:38][C:37]([C:40]2[N:44]=[CH:43][N:42]([C:45]3[CH:50]=[CH:49][C:48]([O:51][C:52]([F:53])([F:54])[F:55])=[CH:47][CH:46]=3)[N:41]=2)=[CH:36][CH:35]=1)=[O:32])([CH2:3][CH3:4])[CH3:2]. The yield is 0.180.